Dataset: Reaction yield outcomes from USPTO patents with 853,638 reactions. Task: Predict the reaction yield, written as a fraction of the theoretical maximum amount of product (1.0 means a 100% yield; for example, 0.34 means a 34% yield). (1) The reactants are C1(P(C2CCCCC2)C2C=CC=CC=2C2C(OC)=CC=CC=2OC)CCCCC1.C(=O)([O-])[O-].[K+].[K+].[CH:36]([C:38]1[CH:43]=[CH:42][CH:41]=[CH:40][C:39]=1B(O)O)=[O:37].[F:47][C:48]1[CH:49]=[CH:50][C:51]2[N:52]([CH:54]=[C:55]([C:57]([NH:59][C@H:60]3[CH2:65][CH2:64][C@@H:63]([N:66]4[C:71](=[O:72])[C:70]5[CH:73]=[C:74]([F:77])[CH:75]=[N:76][C:69]=5[N:68]([C:78]5[CH:83]=[CH:82][CH:81]=[C:80](I)[CH:79]=5)[C:67]4=[O:85])[CH2:62][CH2:61]3)=[O:58])[N:56]=2)[CH:53]=1. The catalyst is C(#N)C.O.C([O-])(=O)C.[Pd+2].C([O-])(=O)C. The product is [F:47][C:48]1[CH:49]=[CH:50][C:51]2[N:52]([CH:54]=[C:55]([C:57]([NH:59][C@H:60]3[CH2:65][CH2:64][C@@H:63]([N:66]4[C:71](=[O:72])[C:70]5[CH:73]=[C:74]([F:77])[CH:75]=[N:76][C:69]=5[N:68]([C:78]5[CH:83]=[C:82]([C:39]6[CH:40]=[CH:41][CH:42]=[CH:43][C:38]=6[CH:36]=[O:37])[CH:81]=[CH:80][CH:79]=5)[C:67]4=[O:85])[CH2:62][CH2:61]3)=[O:58])[N:56]=2)[CH:53]=1. The yield is 0.700. (2) The reactants are Br[C:2]1[C:3]([O:21][CH3:22])=[C:4]([N:10]2[C:18]3[C:13](=[CH:14][CH:15]=[CH:16][CH:17]=3)[C:12]([Cl:19])=[C:11]2[Cl:20])[C:5](=[O:9])[N:6]([CH3:8])[N:7]=1.[C:23](=O)([O-])[O-:24].[Cs+].[Cs+]. The catalyst is C1(C)C=CC=CC=1.CO.C(P(C(C)(C)C)C1C(OC)=CC=C(C)C=1C1C(C(C)C)=CC(C(C)C)=CC=1C(C)C)(C)(C)C. The product is [Cl:20][C:11]1[N:10]([C:4]2[C:5](=[O:9])[N:6]([CH3:8])[N:7]=[C:2]([O:24][CH3:23])[C:3]=2[O:21][CH3:22])[C:18]2[C:13]([C:12]=1[Cl:19])=[CH:14][CH:15]=[CH:16][CH:17]=2. The yield is 0.660.